Dataset: Full USPTO retrosynthesis dataset with 1.9M reactions from patents (1976-2016). Task: Predict the reactants needed to synthesize the given product. (1) Given the product [Br:24][C:20]1[CH:21]=[C:22]2[C:17]([CH2:10][CH:9]([NH:8][C:6](=[O:7])[O:5][C:2]([CH3:1])([CH3:3])[CH3:4])[C:12](=[O:14])[NH:23]2)=[N:18][CH:19]=1, predict the reactants needed to synthesize it. The reactants are: [CH3:1][C:2]([O:5][C:6]([NH:8][C@@H:9]([C:12]([O:14]C)=O)[CH2:10]I)=[O:7])([CH3:4])[CH3:3].Br[C:17]1[C:22]([NH2:23])=[CH:21][C:20]([Br:24])=[CH:19][N:18]=1.C(=O)([O-])[O-].[K+].[K+].CCCCCC. (2) Given the product [OH:1][C:2]([C:10]1[O:18][C:17]2[C:12](=[N:13][C:14]([CH2:19][C:20]([OH:22])=[O:21])=[CH:15][CH:16]=2)[CH:11]=1)([C:4]1[CH:9]=[CH:8][N:7]=[CH:6][N:5]=1)[CH3:3], predict the reactants needed to synthesize it. The reactants are: [OH:1][C:2]([C:10]1[O:18][C:17]2[C:12](=[N:13][C:14]([CH2:19][C:20]([O:22]CC)=[O:21])=[CH:15][CH:16]=2)[CH:11]=1)([C:4]1[CH:9]=[CH:8][N:7]=[CH:6][N:5]=1)[CH3:3].C(OCC#N)(C)C. (3) Given the product [CH3:27][N:22]1[CH2:21][CH2:20][N:19]([C:16]2[CH:15]=[CH:14][C:13]3[NH:12][CH:11]=[C:10]4[C:25](=[O:26])[N:7]([C:1]5[CH:6]=[CH:5][CH:4]=[CH:3][CH:2]=5)[N:8]=[C:9]4[C:18]=3[CH:17]=2)[CH2:24][CH2:23]1, predict the reactants needed to synthesize it. The reactants are: [C:1]1([N:7]2[C:25](=[O:26])[C:10]3=[CH:11][NH:12][C:13]4[CH:14]=[CH:15][C:16]([N:19]5[CH2:24][CH2:23][NH:22][CH2:21][CH2:20]5)=[CH:17][C:18]=4[C:9]3=[N:8]2)[CH:6]=[CH:5][CH:4]=[CH:3][CH:2]=1.[CH3:27]N1CCNCC1. (4) Given the product [N:1]([CH2:4][CH2:5][CH2:6][C:7]([OH:9])=[O:8])=[N+:2]=[N-:3], predict the reactants needed to synthesize it. The reactants are: [N:1]([CH2:4][CH2:5][CH2:6][C:7]([O:9]CC)=[O:8])=[N+:2]=[N-:3].[OH-].[K+].O. (5) Given the product [CH2:18]([N:8]1[C:9]([C:11]2[CH:16]=[CH:15][C:14]([F:17])=[CH:13][CH:12]=2)=[N:10][C:6]([NH:5][C:3]([C:2]([NH:1][C:33]([C@@H:29]2[CH2:30][CH2:31][CH2:32][N:28]2[CH3:27])=[O:34])([CH3:26])[CH3:25])=[O:4])=[N:7]1)[C:19]1[CH:24]=[CH:23][CH:22]=[CH:21][CH:20]=1, predict the reactants needed to synthesize it. The reactants are: [NH2:1][C:2]([CH3:26])([CH3:25])[C:3]([NH:5][C:6]1[N:10]=[C:9]([C:11]2[CH:16]=[CH:15][C:14]([F:17])=[CH:13][CH:12]=2)[N:8]([CH2:18][C:19]2[CH:24]=[CH:23][CH:22]=[CH:21][CH:20]=2)[N:7]=1)=[O:4].[CH3:27][N:28]1[CH2:32][CH2:31][CH2:30][C@H:29]1[C:33](O)=[O:34].CN(C(ON1N=NC2C=CC=NC1=2)=[N+](C)C)C.F[P-](F)(F)(F)(F)F.C(N(CC)CC)C.